From a dataset of Forward reaction prediction with 1.9M reactions from USPTO patents (1976-2016). Predict the product of the given reaction. (1) Given the reactants [NH2:1][C:2]1[S:3][C:4]2[CH:10]=[C:9]([O:11][S:12]([C:15]3[CH:20]=[CH:19][C:18](F)=[CH:17][CH:16]=3)(=[O:14])=[O:13])[CH:8]=[CH:7][C:5]=2[N:6]=1.[CH:22]([N:25]([CH:29]([CH3:31])[CH3:30])[CH2:26][CH2:27][NH2:28])([CH3:24])[CH3:23], predict the reaction product. The product is: [NH2:1][C:2]1[S:3][C:4]2[CH:10]=[C:9]([O:11][S:12]([C:15]3[CH:20]=[CH:19][C:18]([NH:28][CH2:27][CH2:26][N:25]([CH:29]([CH3:31])[CH3:30])[CH:22]([CH3:24])[CH3:23])=[CH:17][CH:16]=3)(=[O:14])=[O:13])[CH:8]=[CH:7][C:5]=2[N:6]=1. (2) Given the reactants [ClH:1].C(OC([N:9]1[CH2:14][CH2:13][CH:12]([N:15]2[CH2:19][CH2:18][C@H:17]([O:20][C:21]3[CH:22]=[CH:23][C:24]([C:27]([O:29][CH3:30])=[O:28])=[N:25][CH:26]=3)[C:16]2=[O:31])[CH2:11][CH2:10]1)=O)(C)(C)C, predict the reaction product. The product is: [ClH:1].[O:31]=[C:16]1[C@@H:17]([O:20][C:21]2[CH:22]=[CH:23][C:24]([C:27]([O:29][CH3:30])=[O:28])=[N:25][CH:26]=2)[CH2:18][CH2:19][N:15]1[CH:12]1[CH2:13][CH2:14][NH:9][CH2:10][CH2:11]1.